Dataset: hERG potassium channel inhibition data for cardiac toxicity prediction from Karim et al.. Task: Regression/Classification. Given a drug SMILES string, predict its toxicity properties. Task type varies by dataset: regression for continuous values (e.g., LD50, hERG inhibition percentage) or binary classification for toxic/non-toxic outcomes (e.g., AMES mutagenicity, cardiotoxicity, hepatotoxicity). Dataset: herg_karim. (1) The drug is Cc1cc(C#N)ccc1-c1ccnc(NCc2n[nH]c3nc(F)ccc23)c1. The result is 1 (blocker). (2) The compound is CC#CCn1c(N2CCC[C@H](N)C2)c(C#N)c2c1c(=O)n(CC(=O)c1cccc(OC)c1)c(=O)n2C. The result is 1 (blocker).